This data is from Forward reaction prediction with 1.9M reactions from USPTO patents (1976-2016). The task is: Predict the product of the given reaction. (1) Given the reactants [Cl:1][C:2]1[CH:3]=[C:4]([C:14]2[CH:19]=[CH:18][C:17]([C:20]([N:22]3[CH2:27][CH2:26][CH:25]([C:28]([F:31])([F:30])[F:29])[CH2:24][CH2:23]3)=[O:21])=[CH:16][CH:15]=2)[CH:5]=[C:6]([Cl:13])[C:7]=1[CH2:8][O:9]C(=O)C.C(=O)([O-])[O-].[K+].[K+], predict the reaction product. The product is: [Cl:13][C:6]1[CH:5]=[C:4]([C:14]2[CH:15]=[CH:16][C:17]([C:20]([N:22]3[CH2:27][CH2:26][CH:25]([C:28]([F:31])([F:30])[F:29])[CH2:24][CH2:23]3)=[O:21])=[CH:18][CH:19]=2)[CH:3]=[C:2]([Cl:1])[C:7]=1[CH2:8][OH:9]. (2) Given the reactants [Br:1][C:2]1[CH:3]=[CH:4][C:5]2[N:6]([CH:8]=[C:9]([NH:11][C:12]([NH:14][CH2:15][CH2:16][C:17]3[N:18]=[N:19][N:20]([CH:22](C)[CH3:23])[N:21]=3)=[O:13])[N:10]=2)[CH:7]=1.Cl.C(N1N=NC(CCN)=N1)(C)C.C(N1N=NC(CCN)=N1)C, predict the reaction product. The product is: [Br:1][C:2]1[CH:3]=[CH:4][C:5]2[N:6]([CH:8]=[C:9]([NH:11][C:12]([NH:14][CH2:15][CH2:16][C:17]3[N:18]=[N:19][N:20]([CH2:22][CH3:23])[N:21]=3)=[O:13])[N:10]=2)[CH:7]=1. (3) Given the reactants [Cl:1][C:2]1[CH:9]=[C:8]([N:10]([C@H:22]2[CH2:26][CH2:25][NH:24][CH2:23]2)[CH2:11][C:12]2[CH:17]=[CH:16][CH:15]=[CH:14][C:13]=2[C:18]([F:21])([F:20])[F:19])[CH:7]=[CH:6][C:3]=1[C:4]#[N:5].[C:27]1(=O)[CH2:31][CH2:30][CH2:29][CH2:28]1, predict the reaction product. The product is: [Cl:1][C:2]1[CH:9]=[C:8]([N:10]([C@H:22]2[CH2:26][CH2:25][N:24]([CH:27]3[CH2:31][CH2:30][CH2:29][CH2:28]3)[CH2:23]2)[CH2:11][C:12]2[CH:17]=[CH:16][CH:15]=[CH:14][C:13]=2[C:18]([F:19])([F:20])[F:21])[CH:7]=[CH:6][C:3]=1[C:4]#[N:5]. (4) The product is: [C:6]1(=[O:13])[C:5]2[CH:8]=[CH:9][N:10]=[CH:11][C:4]=2[CH2:3][CH2:2][O:1]1. Given the reactants [OH:1][CH2:2][CH2:3][C:4]1[CH:11]=[N:10][CH:9]=[CH:8][C:5]=1[C:6]#N.C([O-])(O)=[O:13].[Na+], predict the reaction product. (5) Given the reactants [Cl:1][C:2]1[N:7]=[C:6](Cl)[C:5]([Cl:9])=[CH:4][N:3]=1.[NH2:10][C:11]1[CH:15]=[C:14]([CH:16]2[CH2:18][CH2:17]2)[NH:13][N:12]=1.C(N(CC)CC)C, predict the reaction product. The product is: [Cl:1][C:2]1[N:7]=[C:6]([NH:10][C:11]2[CH:15]=[C:14]([CH:16]3[CH2:18][CH2:17]3)[NH:13][N:12]=2)[C:5]([Cl:9])=[CH:4][N:3]=1.